From a dataset of Forward reaction prediction with 1.9M reactions from USPTO patents (1976-2016). Predict the product of the given reaction. (1) Given the reactants [F:1][CH:2]([F:34])[C:3]1[N:24]([S:25]([C:28]2[CH:33]=[CH:32][CH:31]=[CH:30][CH:29]=2)(=[O:27])=[O:26])[C:6]2=[N:7][CH:8]=[CH:9][C:10]([C:11]3[S:12][C:13]([S:16]([N:19]4[CH:23]=[CH:22][N:21]=C4)(=[O:18])=[O:17])=[CH:14][CH:15]=3)=[C:5]2[CH:4]=1.COS(C(F)(F)F)(=O)=O.NCCNC(=O)OC(C)(C)C, predict the reaction product. The product is: [NH2:21][CH2:22][CH2:23][NH:19][S:16]([C:13]1[S:12][C:11]([C:10]2[CH:9]=[CH:8][N:7]=[C:6]3[N:24]([S:25]([C:28]4[CH:33]=[CH:32][CH:31]=[CH:30][CH:29]=4)(=[O:27])=[O:26])[C:3]([CH:2]([F:34])[F:1])=[CH:4][C:5]=23)=[CH:15][CH:14]=1)(=[O:17])=[O:18]. (2) The product is: [O:1]1[C@@H:13]2[C@@H:12]3[C@@:17]([CH3:18])([CH2:16][CH2:15][C@H:14]12)[C@H:19]1[C@@H:9]([C@@H:8]2[C@:4]([CH2:21][CH2:20]1)([CH3:3])[C:5](=[O:22])[CH2:6][CH2:7]2)[CH2:10][CH2:11]3. Given the reactants [OH:1]O.[CH3:3][C@@:4]12[CH2:21][CH2:20][C@@H:19]3[C@H:9]([CH2:10][CH2:11][C@H:12]4[C@@:17]3([CH3:18])[CH2:16][CH2:15][CH:14]=[CH:13]4)[C@H:8]1[CH2:7][CH2:6][C:5]2=[O:22].[OH-].[Na+].Cl, predict the reaction product. (3) The product is: [F:26][CH:27]([F:44])[N:28]1[C:32]([CH3:33])=[C:31]([C:2]2[C:3]([CH3:25])=[C:4]([CH:21]=[CH:22][C:23]=2[CH3:24])[CH2:5][NH:6][C:7]2[CH:20]=[CH:19][C:10]3[C@H:11]([CH2:14][C:15]([O:17][CH3:18])=[O:16])[CH2:12][O:13][C:9]=3[CH:8]=2)[C:30]([CH3:43])=[N:29]1. Given the reactants Br[C:2]1[C:3]([CH3:25])=[C:4]([CH:21]=[CH:22][C:23]=1[CH3:24])[CH2:5][NH:6][C:7]1[CH:20]=[CH:19][C:10]2[C@H:11]([CH2:14][C:15]([O:17][CH3:18])=[O:16])[CH2:12][O:13][C:9]=2[CH:8]=1.[F:26][CH:27]([F:44])[N:28]1[C:32]([CH3:33])=[C:31](B2OC(C)(C)C(C)(C)O2)[C:30]([CH3:43])=[N:29]1, predict the reaction product. (4) Given the reactants [S:1](=[N:4][C:5]([NH2:7])=[O:6])(=[O:3])=[O:2].NCCC1C=CC([S:17]([NH2:20])(=[O:19])=[O:18])=CC=1.C(Cl)(Cl)Cl.C1(N=C=[N:33][CH:34]2CCCCC2)CCCCC1, predict the reaction product. The product is: [S:1](=[N:4][C:5]([NH2:7])=[O:6])(=[O:3])=[O:2].[S:17]([N:33]=[C:34]=[S:1])(=[O:19])(=[O:18])[NH2:20].